From a dataset of Forward reaction prediction with 1.9M reactions from USPTO patents (1976-2016). Predict the product of the given reaction. The product is: [NH2:13][C:11]1[N:10]([C:14]2[CH:15]=[C:16](/[CH:23]=[C:22](\[CH3:24])/[C:21]([NH2:26])=[O:25])[CH:17]=[CH:18][CH:19]=2)[N:9]=[C:8]([C:3]2[CH:4]=[CH:5][CH:6]=[CH:7][C:2]=2[F:1])[CH:12]=1. Given the reactants [F:1][C:2]1[CH:7]=[CH:6][CH:5]=[CH:4][C:3]=1[C:8]1[CH:12]=[C:11]([NH2:13])[N:10]([C:14]2[CH:19]=[CH:18][CH:17]=[C:16](I)[CH:15]=2)[N:9]=1.[C:21]([NH2:26])(=[O:25])[C:22]([CH3:24])=[CH2:23].C1C=CC(P(C2C=CC=CC=2)C2C=CC=CC=2)=CC=1.CCN(CC)CC, predict the reaction product.